This data is from Full USPTO retrosynthesis dataset with 1.9M reactions from patents (1976-2016). The task is: Predict the reactants needed to synthesize the given product. (1) Given the product [C:23]1([S:29]([C:2]2[CH:3]=[CH:4][C:5]3[O:15][C:14]4[CH2:13][CH2:12][CH2:11][N:10]([C:16]([O:18][C:19]([CH3:22])([CH3:21])[CH3:20])=[O:17])[CH2:9][C:8]=4[C:6]=3[CH:7]=2)(=[O:31])=[O:30])[CH:28]=[CH:27][CH:26]=[CH:25][CH:24]=1, predict the reactants needed to synthesize it. The reactants are: Br[C:2]1[CH:3]=[CH:4][C:5]2[O:15][C:14]3[CH2:13][CH2:12][CH2:11][N:10]([C:16]([O:18][C:19]([CH3:22])([CH3:21])[CH3:20])=[O:17])[CH2:9][C:8]=3[C:6]=2[CH:7]=1.[C:23]1([S:29]([O-:31])=[O:30])[CH:28]=[CH:27][CH:26]=[CH:25][CH:24]=1.[Na+]. (2) The reactants are: [CH:1]1([NH:6][C:7]2[C:12]([CH3:13])=[C:11]([CH3:14])[N:10]=[C:9]([NH:15][CH2:16][C:17]3[CH:22]=[CH:21][CH:20]=[CH:19][N:18]=3)[N:8]=2)[CH2:5][CH2:4][CH2:3][CH2:2]1.[CH2:23]1[C:31]2C(=CC=CC=2)[CH2:25][CH:24]1N. Given the product [CH2:5]1[C:4]2[C:3](=[CH:31][CH:23]=[CH:24][CH:25]=2)[CH2:2][CH:1]1[NH:6][C:7]1[C:12]([CH3:13])=[C:11]([CH3:14])[N:10]=[C:9]([NH:15][CH2:16][C:17]2[CH:22]=[CH:21][CH:20]=[CH:19][N:18]=2)[N:8]=1, predict the reactants needed to synthesize it. (3) Given the product [O:1]1[CH2:5][CH2:4][CH:3](/[CH:6]=[C:11](\[CH2:12][CH2:13][CH2:14][CH2:15][CH3:16])/[C:9](=[O:8])[CH3:10])[CH2:2]1, predict the reactants needed to synthesize it. The reactants are: [O:1]1[CH2:5][CH2:4][CH:3]([CH:6]=O)[CH2:2]1.[O:8]=[C:9]([CH:11](P(=O)(OCC)OCC)[CH2:12][CH2:13][CH2:14][CH2:15][CH3:16])[CH3:10]. (4) Given the product [CH3:7][O:8][C:9]([C:11]1[C:20]2[O:19][CH2:18][CH2:17][N:16]([CH3:1])[C:15]=2[CH:14]=[CH:13][CH:12]=1)=[O:10], predict the reactants needed to synthesize it. The reactants are: [C:1]([O-])([O-])=O.[K+].[K+].[CH3:7][O:8][C:9]([C:11]1[C:20]2[O:19][CH2:18][CH2:17][NH:16][C:15]=2[CH:14]=[CH:13][CH:12]=1)=[O:10].CI.O. (5) Given the product [CH3:35][O:34][C:31]1[CH:30]=[CH:29][C:28]([CH2:27][CH2:26][N:21]2[CH2:22][CH2:23][CH2:24][CH2:25][C@@H:20]2[CH2:19][N:8]2[C:7]3[CH:6]=[CH:5][CH:4]=[CH:3][C:13]=3[CH2:12][O:11][C:10]3[CH:14]=[CH:15][CH:16]=[CH:17][C:9]2=3)=[CH:33][CH:32]=1, predict the reactants needed to synthesize it. The reactants are: [H-].[Na+].[CH:3]1[C:13]2[CH2:12][O:11][C:10]3[CH:14]=[CH:15][CH:16]=[CH:17][C:9]=3[NH:8][C:7]=2[CH:6]=[CH:5][CH:4]=1.Cl[C@@H:19]1[CH2:25][CH2:24][CH2:23][CH2:22][N:21]([CH2:26][CH2:27][C:28]2[CH:33]=[CH:32][C:31]([O:34][CH3:35])=[CH:30][CH:29]=2)[CH2:20]1. (6) Given the product [CH2:31]([C:34]1[CH:35]=[CH:36][C:37]([CH2:38][NH:39][C:28]([C@H:10]2[CH2:9][NH:8][CH2:13][CH2:12][N:11]2[S:14]([C:17]2[CH:22]=[CH:21][C:20]([O:23][C:24]([F:25])([F:27])[F:26])=[CH:19][CH:18]=2)(=[O:16])=[O:15])=[O:29])=[CH:40][CH:41]=1)[CH2:32][CH3:33], predict the reactants needed to synthesize it. The reactants are: C(OC([N:8]1[CH2:13][CH2:12][N:11]([S:14]([C:17]2[CH:22]=[CH:21][C:20]([O:23][C:24]([F:27])([F:26])[F:25])=[CH:19][CH:18]=2)(=[O:16])=[O:15])[C@@H:10]([C:28](O)=[O:29])[CH2:9]1)=O)(C)(C)C.[CH2:31]([C:34]1[CH:41]=[CH:40][C:37]([CH2:38][NH2:39])=[CH:36][CH:35]=1)[CH2:32][CH3:33].O.ON1C2C=CC=CC=2N=N1.Cl.C(N=C=NCCCN(C)C)C.C(=O)([O-])O.[Na+].C(OC(N1CCN(S(C2C=CC(OC(F)(F)F)=CC=2)(=O)=O)[C@@H](C(=O)NCC2C=CC(CCC)=CC=2)C1)=O)(C)(C)C.Cl.O1CCOCC1. (7) Given the product [Cl:9][C:5]1[CH:4]=[C:3]2[C:2](=[CH:7][C:6]=1[F:8])[NH:1][CH:11]=[CH:10]2, predict the reactants needed to synthesize it. The reactants are: [NH2:1][C:2]1[CH:7]=[C:6]([F:8])[C:5]([Cl:9])=[CH:4][C:3]=1[C:10](=O)[CH2:11]Cl.[BH4-].[Na+]. (8) Given the product [CH2:13]([O:16][C:17]1([CH3:46])[CH2:18][CH2:19][N:20]([C:23]2[N:28]3[N:29]=[C:30]([CH2:32][O:12][CH2:11][C:7]4[CH:8]=[CH:9][CH:10]=[C:5]([CH2:1][CH2:2][CH:3]=[CH2:4])[CH:6]=4)[CH:31]=[C:27]3[N:26]=[C:25]([CH3:34])[C:24]=2[C@H:35]([O:41][C:42]([CH3:45])([CH3:44])[CH3:43])[C:36]([O:38][CH2:39][CH3:40])=[O:37])[CH2:21][CH2:22]1)[CH:14]=[CH2:15], predict the reactants needed to synthesize it. The reactants are: [CH2:1]([C:5]1[CH:6]=[C:7]([CH2:11][OH:12])[CH:8]=[CH:9][CH:10]=1)[CH2:2][CH:3]=[CH2:4].[CH2:13]([O:16][C:17]1([CH3:46])[CH2:22][CH2:21][N:20]([C:23]2[N:28]3[N:29]=[C:30]([CH2:32]I)[CH:31]=[C:27]3[N:26]=[C:25]([CH3:34])[C:24]=2[C@H:35]([O:41][C:42]([CH3:45])([CH3:44])[CH3:43])[C:36]([O:38][CH2:39][CH3:40])=[O:37])[CH2:19][CH2:18]1)[CH:14]=[CH2:15].[H-].[Na+]. (9) Given the product [C:1]([O:11][CH3:12])(=[O:10])[C@@H:2]([C:4]1[CH:9]=[CH:8][CH:7]=[CH:6][CH:5]=1)[OH:3], predict the reactants needed to synthesize it. The reactants are: [C:1]([OH:11])(=[O:10])[C@@H:2]([C:4]1[CH:9]=[CH:8][CH:7]=[CH:6][CH:5]=1)[OH:3].[CH3:12]OC(OC)(C)C.Cl.